Dataset: Full USPTO retrosynthesis dataset with 1.9M reactions from patents (1976-2016). Task: Predict the reactants needed to synthesize the given product. (1) Given the product [CH2:4]([N:1]1[CH:12]=[C:11]([C:10]([O:14][CH3:15])=[O:13])[N:3]=[N:2]1)[CH2:5][CH2:6][CH2:7][C:8]#[CH:9], predict the reactants needed to synthesize it. The reactants are: [N:1]([CH2:4][CH2:5][CH2:6][CH2:7][C:8]#[CH:9])=[N+:2]=[N-:3].[C:10]([O:14][CH3:15])(=[O:13])[C:11]#[CH:12].O=C1O[C@H]([C@H](CO)O)C([O-])=C1O.[Na+]. (2) The reactants are: [C:1]([C:5]1[S:13][C:12]2[C:11](Cl)=[N:10][C:9]([C:15]([F:24])([F:23])[C:16]3[CH:21]=[CH:20][C:19]([F:22])=[CH:18][CH:17]=3)=[N:8][C:7]=2[CH:6]=1)([CH3:4])([CH3:3])[CH3:2].[CH3:25][C:26]1[NH:30][N:29]=[C:28]([NH2:31])[CH:27]=1.CCN(C(C)C)C(C)C. Given the product [C:1]([C:5]1[S:13][C:12]2[C:11]([NH:31][C:28]3[CH:27]=[C:26]([CH3:25])[NH:30][N:29]=3)=[N:10][C:9]([C:15]([F:24])([F:23])[C:16]3[CH:21]=[CH:20][C:19]([F:22])=[CH:18][CH:17]=3)=[N:8][C:7]=2[CH:6]=1)([CH3:4])([CH3:3])[CH3:2], predict the reactants needed to synthesize it. (3) Given the product [C:1]([N:53]1[C:54](=[O:55])[C:56]([C:1](=[O:17])[CH2:2][CH2:3][CH2:4][CH2:5][CH2:6][CH2:7][CH2:8][CH2:9][CH2:10][CH2:11][CH2:12][CH2:13][CH2:14][CH2:15][CH3:16])=[CH:57][N:50]([C@@H:43]2[O:44][C@H:45]([CH2:48][OH:49])[C@@H:46]([OH:47])[C@H:42]2[N:36]([C:19]([O:21][CH2:22][CH:23]2[C:24]3[C:29](=[CH:28][CH:27]=[CH:26][CH:25]=3)[C:30]3[C:35]2=[CH:34][CH:33]=[CH:32][CH:31]=3)=[O:20])[C:37](=[O:41])[CH2:38][CH2:39][NH2:40])[C:51]1=[O:52])(=[O:17])[CH2:2][CH2:3][CH2:4][CH2:5][CH2:6][CH2:7][CH2:8][CH2:9][CH2:10][CH2:11][CH2:12][CH2:13][CH2:14][CH2:15][CH3:16], predict the reactants needed to synthesize it. The reactants are: [C:1](Cl)(=[O:17])[CH2:2][CH2:3][CH2:4][CH2:5][CH2:6][CH2:7][CH2:8][CH2:9][CH2:10][CH2:11][CH2:12][CH2:13][CH2:14][CH2:15][CH3:16].[C:19]([N:36]([C@@H:42]1[C@H:46]([OH:47])[C@@H:45]([CH2:48][OH:49])[O:44][C@H:43]1[N:50]1[CH:57]=[CH:56][C:54](=[O:55])[NH:53][C:51]1=[O:52])[C:37](=[O:41])[CH2:38][CH2:39][NH2:40])([O:21][CH2:22][CH:23]1[C:35]2[C:30](=[CH:31][CH:32]=[CH:33][CH:34]=2)[C:29]2[C:24]1=[CH:25][CH:26]=[CH:27][CH:28]=2)=[O:20]. (4) Given the product [OH:17][CH2:16][CH2:20][CH2:19][CH:18]1[CH:19]2[CH2:20][CH2:16][O:17][CH:18]2[C:13]2[CH:14]=[C:8]([NH:7][C:1]3[CH:2]=[CH:3][CH:4]=[CH:5][CH:6]=3)[CH:9]=[CH:10][C:11]=2[NH:12]1, predict the reactants needed to synthesize it. The reactants are: [C:1]1([NH:7][C:8]2[CH:14]=[CH:13][C:11]([NH2:12])=[CH:10][CH:9]=2)[CH:6]=[CH:5][CH:4]=[CH:3][CH:2]=1.O[CH:16]1[CH2:20][CH2:19][CH2:18][O:17]1. (5) Given the product [Cl:14][CH2:15][CH2:16][CH2:17][CH2:18][O:6][C:5]([C:1]1[CH2:4][CH2:3][CH:2]=1)=[O:7], predict the reactants needed to synthesize it. The reactants are: [C:1]1([C:5]([OH:7])=[O:6])[CH2:4][CH2:3][CH:2]=1.C(Cl)(=O)C(Cl)=O.[Cl:14][CH2:15][CH2:16][CH2:17][CH2:18]O.C(N(CC)CC)C.C1(C(Cl)=O)CCC=1. (6) Given the product [CH2:22]([O:21][NH:9][C@H:8]([C:10]([OH:12])=[O:11])[C:7](=[C:13]=[O:16])[CH2:6][O:5][C:2](=[O:4])[CH3:3])[C:23]1[CH:28]=[CH:27][CH:26]=[CH:25][CH:24]=1, predict the reactants needed to synthesize it. The reactants are: Cl.[C:2]([O:5][CH2:6][CH2:7][C@@H:8]([C:10]([OH:12])=[O:11])[NH2:9])(=[O:4])[CH3:3].[C:13](=[O:16])([O-])O.[Na+].ClC([O:21][CH2:22][C:23]1[CH:28]=[CH:27][CH:26]=[CH:25][CH:24]=1)=O. (7) Given the product [Cl:9][C:6]1[N:5]=[CH:4][N:3]=[C:2]([N:17]2[CH2:18][CH2:19][CH2:20][CH2:21][CH2:22][CH:16]2[CH3:15])[C:7]=1[F:8], predict the reactants needed to synthesize it. The reactants are: Cl[C:2]1[C:7]([F:8])=[C:6]([Cl:9])[N:5]=[CH:4][N:3]=1.C(=O)([O-])[O-].Cl.[CH3:15][CH:16]1[CH2:22][CH2:21][CH2:20][CH2:19][CH2:18][NH:17]1.[Cl-].[NH4+]. (8) Given the product [Cl:20][C:10]1[C:5]2[S:4][CH:3]=[C:2]([CH3:1])[C:6]=2[N:7]=[CH:8][N:9]=1, predict the reactants needed to synthesize it. The reactants are: [CH3:1][C:2]1[C:6]2[N:7]=[CH:8][NH:9][C:10](=O)[C:5]=2[S:4][CH:3]=1.C(=O)([O-])[O-].[Na+].[Na+].P(Cl)(Cl)([Cl:20])=O. (9) The reactants are: [Cl:1][C:2]1[CH:9]=[C:8]([N:10]([CH2:16][C:17]2[CH:22]=[CH:21][CH:20]=[CH:19][C:18]=2[Cl:23])[C@H:11]2[CH2:15][CH2:14][NH:13][CH2:12]2)[CH:7]=[CH:6][C:3]=1[C:4]#[N:5].[Cl:24][C:25]1[CH:30]=[CH:29][C:28]([CH2:31][CH2:32][S:33](Cl)(=[O:35])=[O:34])=[CH:27][CH:26]=1. Given the product [Cl:1][C:2]1[CH:9]=[C:8]([N:10]([C@H:11]2[CH2:15][CH2:14][N:13]([S:33]([CH2:32][CH2:31][C:28]3[CH:29]=[CH:30][C:25]([Cl:24])=[CH:26][CH:27]=3)(=[O:34])=[O:35])[CH2:12]2)[CH2:16][C:17]2[CH:22]=[CH:21][CH:20]=[CH:19][C:18]=2[Cl:23])[CH:7]=[CH:6][C:3]=1[C:4]#[N:5], predict the reactants needed to synthesize it. (10) Given the product [C:15]1([C:24]2[CH:25]=[CH:26][CH:27]=[CH:28][CH:29]=2)[CH:20]=[CH:19][C:18]([C:2]2[C:7]3[Se:8][C:9]4[CH:14]=[CH:13][CH:12]=[CH:11][C:10]=4[C:6]=3[CH:5]=[CH:4][CH:3]=2)=[CH:17][CH:16]=1, predict the reactants needed to synthesize it. The reactants are: I[C:2]1[C:7]2[Se:8][C:9]3[CH:14]=[CH:13][CH:12]=[CH:11][C:10]=3[C:6]=2[CH:5]=[CH:4][CH:3]=1.[C:15]1([C:24]2[CH:29]=[CH:28][CH:27]=[CH:26][CH:25]=2)[CH:20]=[CH:19][C:18](B(O)O)=[CH:17][CH:16]=1.C([O-])([O-])=O.[K+].[K+].